From a dataset of Catalyst prediction with 721,799 reactions and 888 catalyst types from USPTO. Predict which catalyst facilitates the given reaction. (1) Reactant: [OH:1][C:2]([CH3:8])([CH3:7])[C:3]([O:5]C)=[O:4].[H-].[Na+].[I:11][C:12]1[CH:19]=[CH:18][C:15]([CH2:16]Br)=[CH:14][CH:13]=1.[OH-].[K+]. Product: [I:11][C:12]1[CH:19]=[CH:18][C:15]([CH2:16][O:1][C:2]([CH3:8])([CH3:7])[C:3]([OH:5])=[O:4])=[CH:14][CH:13]=1. The catalyst class is: 36. (2) Reactant: C([Li])CCC.Br[C:7]1[CH:15]=[CH:14][C:13]([C:16]([F:19])([F:18])[F:17])=[CH:12][C:8]=1[C:9]([OH:11])=[O:10].CN(C)[CH:22]=[O:23].[OH-].[Na+]. Product: [CH:22]([C:7]1[CH:15]=[CH:14][C:13]([C:16]([F:19])([F:18])[F:17])=[CH:12][C:8]=1[C:9]([OH:11])=[O:10])=[O:23]. The catalyst class is: 7. (3) Reactant: [OH:1][C:2]1[CH:3]=[C:4]([CH:9]=[CH:10][C:11]([OH:13])=[O:12])[CH:5]=[CH:6][C:7]=1[OH:8].S(Cl)(Cl)=O. Product: [CH2:3]([O:12][C:11](=[O:13])[CH:10]=[CH:9][C:4]1[CH:5]=[CH:6][C:7]([OH:8])=[C:2]([OH:1])[CH:3]=1)[CH2:2][CH2:7][CH3:6]. The catalyst class is: 51.